The task is: Predict the reaction yield, written as a fraction of the theoretical maximum amount of product (1.0 means a 100% yield; for example, 0.34 means a 34% yield).. This data is from Reaction yield outcomes from USPTO patents with 853,638 reactions. (1) The reactants are C(OC([N:8]1[CH2:13][CH2:12][CH:11]([CH2:14][NH:15][C:16]2[C:21]([C:22]3[CH:23]=[N:24][N:25]([CH:27]4[CH2:38][CH2:37][C:30]5([N:34]([CH3:35])[C:33](=[O:36])[CH2:32][CH2:31]5)[CH2:29][CH2:28]4)[CH:26]=3)=[CH:20][N:19]=[C:18]([Cl:39])[N:17]=2)[CH2:10][CH2:9]1)=O)(C)(C)C.[CH3:40][N:41]1[CH:45]=[C:44]([C:46]2[CH:51]=[CH:50][CH:49]=[C:48](B3OC(C)(C)C(C)(C)O3)[CH:47]=2)[CH:43]=[N:42]1.C(Cl)Cl.C(=O)([O-])[O-].[Cs+].[Cs+]. The catalyst is O1CCOCC1.CCOC(C)=O.O.C1C=CC(P(C2C=CC=CC=2)[C-]2C=CC=C2)=CC=1.C1C=CC(P(C2C=CC=CC=2)[C-]2C=CC=C2)=CC=1.Cl[Pd]Cl.[Fe+2]. The product is [ClH:39].[CH3:35][N:34]1[C:30]2([CH2:37][CH2:38][CH:27]([N:25]3[CH:26]=[C:22]([C:21]4[C:16]([NH:15][CH2:14][CH:11]5[CH2:10][CH2:9][NH:8][CH2:13][CH2:12]5)=[N:17][C:18]([C:50]5[CH:49]=[CH:48][CH:47]=[C:46]([C:44]6[CH:43]=[N:42][N:41]([CH3:40])[CH:45]=6)[CH:51]=5)=[N:19][CH:20]=4)[CH:23]=[N:24]3)[CH2:28][CH2:29]2)[CH2:31][CH2:32][C:33]1=[O:36]. The yield is 0.800. (2) The reactants are BrC1C=[C:6]([O:8]C)[C:5](OC)=C([N+]([O-])=O)C=1Br.F[C:17]1[CH:22]=CC(B(O)O)=CC=1.[CH3:26][CH:27]([C:29]1C=C(C(C)C)[C:32](C2C=CC=CC=2P(C2CCCCC2)C2CCCCC2)=[C:31](C(C)C)[CH:30]=1)C.C([O-])([O-])=[O:61].[K+].[K+]. The catalyst is CCOC(C)=O.CC([O-])=O.CC([O-])=O.[Pd+2]. The product is [CH3:5][CH2:6][O:8][C:17]([CH3:22])=[O:61].[CH3:26][CH2:27][CH2:29][CH2:30][CH2:31][CH3:32]. The yield is 0.280. (3) The reactants are S(Cl)(Cl)=O.C(O)(=O)CCCC.C(Cl)(=O)CCCC.[C:19]([N:25]=[C:26]=[S:27])(=[O:24])[CH2:20][CH2:21][CH2:22][CH3:23].[CH3:28][O:29][C:30]1[CH:31]=[C:32]2[C:37](=[CH:38][C:39]=1[O:40][CH3:41])[N:36]=[CH:35][N:34]=[C:33]2[O:42][C:43]1[CH:49]=[CH:48][C:46]([NH2:47])=[CH:45][CH:44]=1. The catalyst is C(O)C.C1(C)C=CC=CC=1. The product is [CH3:28][O:29][C:30]1[CH:31]=[C:32]2[C:37](=[CH:38][C:39]=1[O:40][CH3:41])[N:36]=[CH:35][N:34]=[C:33]2[O:42][C:43]1[CH:49]=[CH:48][C:46]([NH:47][C:26]([NH:25][C:19](=[O:24])[CH2:20][CH2:21][CH2:22][CH3:23])=[S:27])=[CH:45][CH:44]=1. The yield is 0.230. (4) The reactants are [Cl:1][C:2]1[C:46]([F:47])=[CH:45][CH:44]=[CH:43][C:3]=1[CH2:4][NH:5][C:6](=[O:42])[N:7]([C@H:9]([CH2:27][O:28][C:29](=[O:41])[NH:30][C:31]1[N:32]=[CH:33][C:34]2[C:39]([CH:40]=1)=[CH:38][CH:37]=[CH:36][CH:35]=2)[CH2:10][CH2:11][C:12]([N:14]1[CH2:19][CH2:18][N:17](C(OC(C)(C)C)=O)[CH2:16][CH2:15]1)=[O:13])[CH3:8].C(O)(C(F)(F)F)=O. The catalyst is C(Cl)Cl. The product is [CH:33]1[C:34]2[C:39](=[CH:38][CH:37]=[CH:36][CH:35]=2)[CH:40]=[C:31]([NH:30][C:29](=[O:41])[O:28][CH2:27][C@@H:9]([N:7]([CH3:8])[C:6]([NH:5][CH2:4][C:3]2[CH:43]=[CH:44][CH:45]=[C:46]([F:47])[C:2]=2[Cl:1])=[O:42])[CH2:10][CH2:11][C:12](=[O:13])[N:14]2[CH2:15][CH2:16][NH:17][CH2:18][CH2:19]2)[N:32]=1. The yield is 0.750. (5) The product is [Cl:1][C:2]1[C:10]2[O:9][CH2:8][O:7][C:6]=2[CH:5]=[C:4]([CH2:11][C:13]#[N:14])[CH:3]=1. The yield is 0.580. The reactants are [Cl:1][C:2]1[C:10]2[O:9][CH2:8][O:7][C:6]=2[CH:5]=[C:4]([CH2:11]Cl)[CH:3]=1.[C-:13]#[N:14].[Na+].O. The catalyst is CS(C)=O. (6) The reactants are [OH:1][CH:2](CC)[CH2:3]N.[Si:7](Cl)([C:20]([CH3:23])([CH3:22])[CH3:21])([C:14]1[CH:19]=[CH:18][CH:17]=[CH:16][CH:15]=1)[C:8]1[CH:13]=[CH:12][CH:11]=[CH:10][CH:9]=1.N1[CH:29]=[CH:28][N:27]=C1. The catalyst is CN(C=O)C. The product is [Si:7]([O:1][CH:2]([CH3:3])[CH2:29][CH2:28][NH2:27])([C:20]([CH3:23])([CH3:22])[CH3:21])([C:14]1[CH:19]=[CH:18][CH:17]=[CH:16][CH:15]=1)[C:8]1[CH:13]=[CH:12][CH:11]=[CH:10][CH:9]=1. The yield is 0.540. (7) The reactants are [O:1]1[CH2:6][CH2:5][CH:4]([C:7]([O:9]C)=O)[CH2:3][CH2:2]1.[NH3:11]. No catalyst specified. The product is [O:1]1[CH2:6][CH2:5][CH:4]([C:7]([NH2:11])=[O:9])[CH2:3][CH2:2]1. The yield is 0.780.